The task is: Predict which catalyst facilitates the given reaction.. This data is from Catalyst prediction with 721,799 reactions and 888 catalyst types from USPTO. (1) Reactant: [C:1]([C:9]1[C:10](=[O:20])[N:11]([CH3:19])[C:12](=[O:18])[N:13]([CH3:17])[C:14]=1[CH2:15]Br)(=O)[C:2]1[CH:7]=[CH:6][CH:5]=[CH:4][CH:3]=1.C(O)C.C(N(CC)CC)C.[NH2:31][CH2:32][C@H:33]([OH:35])[CH3:34]. Product: [OH:35][C@H:33]([CH3:34])[CH2:32][N:31]1[C:1]([C:2]2[CH:7]=[CH:6][CH:5]=[CH:4][CH:3]=2)=[C:9]2[C:14]([N:13]([CH3:17])[C:12](=[O:18])[N:11]([CH3:19])[C:10]2=[O:20])=[CH:15]1. The catalyst class is: 34. (2) Reactant: Br[C:2]1[CH:7]=[CH:6][C:5]([S:8]([NH:11][CH2:12][CH:13]([CH3:15])[CH3:14])(=[O:10])=[O:9])=[CH:4][CH:3]=1.[C:16]([C:18]1[N:22]([CH3:23])[C:21](B(O)O)=[CH:20][CH:19]=1)#[N:17].[F-].[K+].C(P(C(C)(C)C)C(C)(C)C)(C)(C)C. Product: [C:16]([C:18]1[N:22]([CH3:23])[C:21]([C:2]2[CH:7]=[CH:6][C:5]([S:8]([NH:11][CH2:12][CH:13]([CH3:15])[CH3:14])(=[O:10])=[O:9])=[CH:4][CH:3]=2)=[CH:20][CH:19]=1)#[N:17]. The catalyst class is: 110. (3) Reactant: [CH2:1]([N:8]1[C:12](=[O:13])[C:11](=[C:14]2[N:18]([CH3:19])[C:17]3[CH:20]=[CH:21][CH:22]=[CH:23][C:16]=3[S:15]2)[S:10][C:9]1=[S:24])[C:2]1[CH:7]=[CH:6][CH:5]=[CH:4][CH:3]=1.[C:25]1([CH3:36])[CH:30]=[CH:29][C:28]([S:31]([O:34]C)(=[O:33])=[O:32])=[CH:27][CH:26]=1.[CH3:37]N(C=O)C. Product: [C:25]1([CH3:36])[CH:26]=[CH:27][C:28]([S:31]([O-:34])(=[O:32])=[O:33])=[CH:29][CH:30]=1.[CH2:1]([N:8]1[C:12](=[O:13])[C:11](=[C:14]2[N:18]([CH3:19])[C:17]3[CH:20]=[CH:21][CH:22]=[CH:23][C:16]=3[S:15]2)[S:10][CH2+:9]1[S:24][CH3:37])[C:2]1[CH:7]=[CH:6][CH:5]=[CH:4][CH:3]=1. The catalyst class is: 21. (4) The catalyst class is: 17. Product: [CH3:1][C:2]([CH3:33])=[CH:3][CH2:4][CH2:5][C@:6]([OH:32])([C@@H:8]1[C@H:12]2[C@H:13]([OH:30])[CH2:14][C@@H:15]3[C@@:20]4([CH3:28])[CH2:21][CH2:22][C@H:23]([OH:27])[C:24]([CH3:25])([CH3:26])[C@@H:19]4[CH2:18][CH2:17][C@@:16]3([CH3:29])[C@:11]2([CH3:31])[CH2:10][CH2:9]1)[CH3:7]. Reactant: [CH3:1][C:2]([CH3:33])=[CH:3][CH2:4][CH2:5][C@:6]([OH:32])([C@@H:8]1[C@H:12]2[C@H:13]([OH:30])[CH2:14][C@@H:15]3[C@@:20]4([CH3:28])[CH2:21][CH2:22][C@@H:23]([OH:27])[C:24]([CH3:26])([CH3:25])[CH:19]4[CH2:18][CH2:17][C@@:16]3([CH3:29])[C@@:11]2([CH3:31])[CH2:10][CH2:9]1)[CH3:7].C(OC(=O)C)(=O)C. (5) Reactant: FC(F)(F)S(O[C:7]1[CH2:8][N:9]([C:12]([O:14][C:15]([CH3:18])([CH3:17])[CH3:16])=[O:13])[CH2:10][CH:11]=1)(=O)=O.CC1(C)C(C)(C)OB([C:29]2[CH:30]=[C:31]([CH:36]=[CH:37][CH:38]=2)[C:32]([O:34][CH3:35])=[O:33])O1.C([O-])([O-])=O.[K+].[K+]. Product: [CH3:35][O:34][C:32]([C:31]1[CH:30]=[C:29]([C:7]2[CH2:8][N:9]([C:12]([O:14][C:15]([CH3:18])([CH3:17])[CH3:16])=[O:13])[CH2:10][CH:11]=2)[CH:38]=[CH:37][CH:36]=1)=[O:33]. The catalyst class is: 117.